From a dataset of Full USPTO retrosynthesis dataset with 1.9M reactions from patents (1976-2016). Predict the reactants needed to synthesize the given product. (1) Given the product [F:19][C:20]1[CH:21]=[C:22]2[C:26](=[CH:27][CH:28]=1)[N:25]([CH2:10][CH2:9][O:8][CH2:1][C:2]1[CH:3]=[CH:4][CH:5]=[CH:6][CH:7]=1)[C:24]([C:29]([O:31][CH2:32][CH3:33])=[O:30])=[CH:23]2, predict the reactants needed to synthesize it. The reactants are: [CH2:1]([O:8][CH2:9][CH2:10]O)[C:2]1[CH:7]=[CH:6][CH:5]=[CH:4][CH:3]=1.C(C=P(C)(C)C)#N.[F:19][C:20]1[CH:21]=[C:22]2[C:26](=[CH:27][CH:28]=1)[NH:25][C:24]([C:29]([O:31][CH2:32][CH3:33])=[O:30])=[CH:23]2. (2) Given the product [C:18]([C:17]1[C:8]([C:4]2[CH:5]=[CH:6][CH:7]=[C:2]([Cl:1])[CH:3]=2)=[C:9]2[C:14](=[C:15]([O:20][CH3:21])[CH:16]=1)[N:13]=[C:12]([NH:22][CH3:23])[N:11]=[CH:10]2)([OH:25])=[O:19], predict the reactants needed to synthesize it. The reactants are: [Cl:1][C:2]1[CH:3]=[C:4]([C:8]2[C:17]([CH:18]=[O:19])=[CH:16][C:15]([O:20][CH3:21])=[C:14]3[C:9]=2[CH:10]=[N:11][C:12]([NH:22][CH3:23])=[N:13]3)[CH:5]=[CH:6][CH:7]=1.Cl([O-])=[O:25].[Na+].O.O.P([O-])(O)(O)=O.[Na+].S(=O)(=O)(O)N.Cl. (3) Given the product [C:1]([C:5]1[N:10]=[CH:9][C:8]([C:11]2[N:12]([C:32]([N:34]3[CH2:39][CH2:38][CH:37]([CH2:40][C:41]([N:51]4[CH2:52][CH2:53][N:48]([CH3:47])[CH2:49][CH2:50]4)=[O:42])[CH2:36][CH2:35]3)=[O:33])[C@@:13]([C:25]3[CH:30]=[CH:29][C:28]([Cl:31])=[CH:27][CH:26]=3)([CH3:24])[C@@:14]([C:17]3[CH:22]=[CH:21][C:20]([Cl:23])=[CH:19][CH:18]=3)([CH3:16])[N:15]=2)=[C:7]([O:44][CH2:45][CH3:46])[CH:6]=1)([CH3:2])([CH3:3])[CH3:4], predict the reactants needed to synthesize it. The reactants are: [C:1]([C:5]1[N:10]=[CH:9][C:8]([C:11]2[N:12]([C:32]([N:34]3[CH2:39][CH2:38][CH:37]([CH2:40][C:41](O)=[O:42])[CH2:36][CH2:35]3)=[O:33])[C@@:13]([C:25]3[CH:30]=[CH:29][C:28]([Cl:31])=[CH:27][CH:26]=3)([CH3:24])[C@@:14]([C:17]3[CH:22]=[CH:21][C:20]([Cl:23])=[CH:19][CH:18]=3)([CH3:16])[N:15]=2)=[C:7]([O:44][CH2:45][CH3:46])[CH:6]=1)([CH3:4])([CH3:3])[CH3:2].[CH3:47][N:48]1[CH2:53][CH2:52][NH:51][CH2:50][CH2:49]1.